The task is: Predict which catalyst facilitates the given reaction.. This data is from Catalyst prediction with 721,799 reactions and 888 catalyst types from USPTO. (1) Reactant: [Cl:1][C:2]1[CH:7]=[CH:6][C:5](/[CH:8]=[CH:9]/[C:10]([OH:12])=O)=[C:4]([CH2:13][C:14]2[O:15][C:16]([CH3:19])=[N:17][N:18]=2)[CH:3]=1.[CH3:20][C:21]1[O:22][C:23]([CH2:26][CH:27]2[CH2:32][CH2:31][NH:30][CH2:29][CH2:28]2)=[N:24][N:25]=1.CCN(C(C)C)C(C)C.C(P1(=O)OP(CCC)(=O)OP(CCC)(=O)O1)CC. Product: [Cl:1][C:2]1[CH:7]=[CH:6][C:5](/[CH:8]=[CH:9]/[C:10]([N:30]2[CH2:31][CH2:32][CH:27]([CH2:26][C:23]3[O:22][C:21]([CH3:20])=[N:25][N:24]=3)[CH2:28][CH2:29]2)=[O:12])=[C:4]([CH2:13][C:14]2[O:15][C:16]([CH3:19])=[N:17][N:18]=2)[CH:3]=1. The catalyst class is: 3. (2) Reactant: [F:1][C:2]1[CH:3]=[C:4]2[C:9](=[C:10]([F:12])[CH:11]=1)[O:8][CH2:7][C:6]([CH:13]=[CH:14][C:15]1[CH:24]=[C:23]3[C:18]([CH2:19][CH:20]([CH2:25][CH2:26][CH2:27][CH2:28][CH3:29])[CH2:21][O:22]3)=[CH:17][C:16]=1[F:30])=[CH:5]2. The catalyst class is: 123. Product: [F:1][C:2]1[CH:3]=[C:4]2[C:9](=[C:10]([F:12])[CH:11]=1)[O:8][CH2:7][C:6]([CH2:13][CH2:14][C:15]1[CH:24]=[C:23]3[C:18]([CH2:19][CH:20]([CH2:25][CH2:26][CH2:27][CH2:28][CH3:29])[CH2:21][O:22]3)=[CH:17][C:16]=1[F:30])=[CH:5]2.